The task is: Predict the reactants needed to synthesize the given product.. This data is from Full USPTO retrosynthesis dataset with 1.9M reactions from patents (1976-2016). (1) Given the product [Br:19][C:14]1[CH:13]=[C:12]([N:11]2[C:10](=[O:20])[O:9][N:8]=[C:7]2[C:3]2[C:2]([NH:1][CH2:23][CH2:24][NH:25][S:26]([NH:29][C:30](=[O:37])[O:31][CH2:32][C:33]([Cl:36])([Cl:34])[Cl:35])(=[O:28])=[O:27])=[N:6][O:5][N:4]=2)[CH:17]=[CH:16][C:15]=1[F:18], predict the reactants needed to synthesize it. The reactants are: [NH2:1][C:2]1[C:3]([C:7]2[N:11]([C:12]3[CH:17]=[CH:16][C:15]([F:18])=[C:14]([Br:19])[CH:13]=3)[C:10](=[O:20])[O:9][N:8]=2)=[N:4][O:5][N:6]=1.CO[CH:23](OC)[CH2:24][NH:25][S:26]([NH:29][C:30](=[O:37])[O:31][CH2:32][C:33]([Cl:36])([Cl:35])[Cl:34])(=[O:28])=[O:27].C([SiH](CC)CC)C.FC(F)(F)C(O)=O. (2) The reactants are: [CH2:1]([N:3]1[C:7]([CH2:8][CH2:9][N:10]2[C:14](=[O:15])[C:13]3=[CH:16][CH:17]=[CH:18][CH:19]=[C:12]3[C:11]2=[O:20])=[CH:6][C:5]([C:21]([NH2:23])=O)=[N:4]1)[CH3:2].S(Cl)(Cl)=O. Given the product [CH2:1]([N:3]1[C:7]([CH2:8][CH2:9][N:10]2[C:11](=[O:20])[C:12]3=[CH:19][CH:18]=[CH:17][CH:16]=[C:13]3[C:14]2=[O:15])=[CH:6][C:5]([C:21]#[N:23])=[N:4]1)[CH3:2], predict the reactants needed to synthesize it. (3) Given the product [Br:9][C:10]1[CH:17]=[CH:16][C:13]([CH2:14][NH:2][CH2:3][C:4]([NH2:6])=[O:5])=[CH:12][CH:11]=1, predict the reactants needed to synthesize it. The reactants are: Cl.[NH2:2][CH2:3][C:4]([NH2:6])=[O:5].[OH-].[K+].[Br:9][C:10]1[CH:17]=[CH:16][C:13]([CH:14]=O)=[CH:12][CH:11]=1.C(O[BH-](OC(=O)C)OC(=O)C)(=O)C.[Na+]. (4) Given the product [Cl:1][C:2]1[CH:3]=[C:4]([CH:9]2[CH:13]([CH:14]([O:16][C:17]3[CH:22]=[CH:21][C:20]([C:23]([F:24])([F:25])[F:26])=[CH:19][N:18]=3)[CH3:15])[CH2:12][N:11]([C:27]([N:41]3[CH2:42][CH:37]4[CH2:43][CH:40]3[CH2:39][O:38]4)=[O:28])[CH2:10]2)[CH:5]=[CH:6][C:7]=1[Cl:8], predict the reactants needed to synthesize it. The reactants are: [Cl:1][C:2]1[CH:3]=[C:4]([CH:9]2[CH:13]([CH:14]([O:16][C:17]3[CH:22]=[CH:21][C:20]([C:23]([F:26])([F:25])[F:24])=[CH:19][N:18]=3)[CH3:15])[CH2:12][N:11]([C:27](Cl)=[O:28])[CH2:10]2)[CH:5]=[CH:6][C:7]=1[Cl:8].CCN(CC)CC.[CH:37]12[CH2:43][CH:40]([NH:41][CH2:42]1)[CH2:39][O:38]2.